Dataset: Forward reaction prediction with 1.9M reactions from USPTO patents (1976-2016). Task: Predict the product of the given reaction. (1) Given the reactants [NH2:1][C@@H:2]([CH2:6][CH2:7][C@H:8]([NH2:30])[CH2:9][C@@H:10]1[C@@H:14]([OH:15])[C@@H:13]([O:16]CC#C)[C@H:12]([N:20]2[CH:28]=[N:27][C:26]3[C:21]2=[N:22][CH:23]=[N:24][C:25]=3[NH2:29])[O:11]1)[C:3]([OH:5])=[O:4], predict the reaction product. The product is: [CH:23]1[N:24]=[C:25]([NH2:29])[C:26]2[N:27]=[CH:28][N:20]([C@@H:12]3[O:11][C@H:10]([CH2:9][C@@H:8]([NH2:30])[CH2:7][CH2:6][C@H:2]([NH2:1])[C:3]([OH:5])=[O:4])[C@@H:14]([OH:15])[C@H:13]3[OH:16])[C:21]=2[N:22]=1. (2) The product is: [NH2:22][C:20]1[N:19]=[CH:18][N:17]=[C:16]2[N:15]([C@@H:28]3[CH2:27][N:26]([C:31]([O:33][C:34]([CH3:35])([CH3:36])[CH3:37])=[O:32])[C@H:25]([C:23]#[CH:24])[CH2:29]3)[N:14]=[C:13]([C:12]#[C:11][C:5]3[CH:4]=[C:3]([O:2][CH3:1])[CH:8]=[C:7]([O:9][CH3:10])[CH:6]=3)[C:21]=12. Given the reactants [CH3:1][O:2][C:3]1[CH:4]=[C:5]([C:11]#[C:12][C:13]2[C:21]3[C:16](=[N:17][CH:18]=[N:19][C:20]=3[NH2:22])[NH:15][N:14]=2)[CH:6]=[C:7]([O:9][CH3:10])[CH:8]=1.[C:23]([C@@H:25]1[CH2:29][C@@H:28](O)[CH2:27][N:26]1[C:31]([O:33][C:34]([CH3:37])([CH3:36])[CH3:35])=[O:32])#[CH:24].C1(P(C2C=CC=CC=2)C2C=CC=CC=2)C=CC=CC=1.CC(OC(/N=N/C(OC(C)C)=O)=O)C, predict the reaction product. (3) Given the reactants [ClH:1].C(OC(=O)[NH:8][C@H:9]([C:13]([N:15]1[CH2:20][CH2:19][CH:18]([O:21][C:22]2[CH:23]=[N:24][CH:25]=[CH:26][CH:27]=2)[CH2:17][CH2:16]1)=[O:14])[CH:10]([CH3:12])[CH3:11])(C)(C)C, predict the reaction product. The product is: [ClH:1].[ClH:1].[CH3:11][CH:10]([CH3:12])[C@H:9]([NH2:8])[C:13](=[O:14])[N:15]1[CH2:20][CH2:19][CH:18]([O:21][C:22]2[CH:23]=[N:24][CH:25]=[CH:26][CH:27]=2)[CH2:17][CH2:16]1. (4) Given the reactants [OH:1][CH2:2][CH2:3][S:4][C:5]1[C:6]([N:11]2[CH2:16][CH2:15][N:14]([C:17]([O:19][C:20]([CH3:23])([CH3:22])[CH3:21])=[O:18])[CH2:13][CH2:12]2)=[N:7][CH:8]=[CH:9][N:10]=1.[C:24]1(P([C:24]2[CH:29]=[CH:28][CH:27]=[CH:26][CH:25]=2)[C:24]2[CH:29]=[CH:28][CH:27]=[CH:26][CH:25]=2)[CH:29]=[CH:28][CH:27]=[CH:26][CH:25]=1.C1(O)C=CC=CC=1.N(C(OCC)=O)=NC(OCC)=O, predict the reaction product. The product is: [O:1]([CH2:2][CH2:3][S:4][C:5]1[C:6]([N:11]2[CH2:16][CH2:15][N:14]([C:17]([O:19][C:20]([CH3:23])([CH3:22])[CH3:21])=[O:18])[CH2:13][CH2:12]2)=[N:7][CH:8]=[CH:9][N:10]=1)[C:24]1[CH:29]=[CH:28][CH:27]=[CH:26][CH:25]=1.